The task is: Predict the reactants needed to synthesize the given product.. This data is from Full USPTO retrosynthesis dataset with 1.9M reactions from patents (1976-2016). Given the product [CH2:16]([O:15][C:11]1[CH:12]=[C:13]2[C:8](=[CH:9][C:10]=1[N:23]1[CH2:27][C:26](=[O:28])[NH:25][S:24]1(=[O:30])=[O:29])[NH:7][C:6]([C:4]([OH:5])=[O:3])=[CH:14]2)[C:17]1[CH:18]=[CH:19][CH:20]=[CH:21][CH:22]=1, predict the reactants needed to synthesize it. The reactants are: C([O:3][C:4]([C:6]1[NH:7][C:8]2[C:13]([CH:14]=1)=[CH:12][C:11]([O:15][CH2:16][C:17]1[CH:22]=[CH:21][CH:20]=[CH:19][CH:18]=1)=[C:10]([N:23]1[CH2:27][C:26](=[O:28])[NH:25][S:24]1(=[O:30])=[O:29])[CH:9]=2)=[O:5])C.[OH-].[K+].